From a dataset of Full USPTO retrosynthesis dataset with 1.9M reactions from patents (1976-2016). Predict the reactants needed to synthesize the given product. (1) Given the product [C:15]([O:14][C:12]([NH:2][NH:1][C:3]1[CH:4]=[CH:5][C:6]([C:7]([OH:9])=[O:8])=[CH:10][CH:11]=1)=[O:13])([CH3:18])([CH3:17])[CH3:16], predict the reactants needed to synthesize it. The reactants are: [NH:1]([C:3]1[CH:11]=[CH:10][C:6]([C:7]([OH:9])=[O:8])=[CH:5][CH:4]=1)[NH2:2].[C:12](O[C:12]([O:14][C:15]([CH3:18])([CH3:17])[CH3:16])=[O:13])([O:14][C:15]([CH3:18])([CH3:17])[CH3:16])=[O:13].C(O)(=O)CC(CC(O)=O)(C(O)=O)O.C(O)(C)(C)C. (2) The reactants are: [C:1]([O:5][C:6]([N:8]1[CH2:21][C@@H:20]([CH3:22])[N:11]2[C:12]3[CH:13]=[C:14](Br)[CH:15]=[CH:16][C:17]=3[CH2:18][C@@H:10]2[CH2:9]1)=[O:7])([CH3:4])([CH3:3])[CH3:2].[Cu][C:24]#[N:25]. Given the product [C:1]([O:5][C:6]([N:8]1[CH2:21][C@@H:20]([CH3:22])[N:11]2[C:12]3[CH:13]=[C:14]([C:24]#[N:25])[CH:15]=[CH:16][C:17]=3[CH2:18][C@@H:10]2[CH2:9]1)=[O:7])([CH3:4])([CH3:3])[CH3:2], predict the reactants needed to synthesize it. (3) Given the product [C:62]([C:2]1[CH:7]=[CH:6][C:5]([C:8]2[CH:22]=[CH:21][C:20]([CH2:19][CH:34]([C:31]3[CH:30]=[CH:29][C:28]([C:27]([NH:54][CH2:53][CH2:52][C:51]([OH:50])=[O:55])=[O:40])=[CH:33][CH:32]=3)[CH2:35][CH:36]([CH3:37])[CH3:38])=[CH:47][CH:46]=2)=[CH:4][CH:3]=1)([CH3:63])([CH3:67])[CH3:61], predict the reactants needed to synthesize it. The reactants are: Br[C:2]1[CH:7]=[CH:6][C:5]([CH2:8]Br)=[CH:4][CH:3]=1.P([CH2:19][CH2:20][CH2:21][CH3:22])(CCCC)CCCC.[H-].[Na+].CO[C:27](=[O:40])[C:28]1[CH:33]=[CH:32][C:31]([C:34](=O)[CH2:35][CH:36]([CH3:38])[CH3:37])=[CH:30][CH:29]=1.C(N([CH2:46][CH3:47])CC)C.Cl.C[O:50][C:51](=[O:55])[CH2:52][CH2:53][NH2:54].CCN=C=N[CH2:61][CH2:62][CH2:63]N(C)C.[CH3:67]S(C)=O.